Dataset: Reaction yield outcomes from USPTO patents with 853,638 reactions. Task: Predict the reaction yield, written as a fraction of the theoretical maximum amount of product (1.0 means a 100% yield; for example, 0.34 means a 34% yield). (1) The reactants are [N:1]1([C:5]([C:7]2[CH:28]=[CH:27][C:10]([O:11][C:12]3[CH:13]=[C:14]([CH:18]=[C:19]([O:21][C@@H:22]([CH3:26])[CH2:23][O:24][CH3:25])[CH:20]=3)[C:15]([OH:17])=O)=[C:9]([F:29])[CH:8]=2)=[O:6])[CH2:4][CH2:3][CH2:2]1.CN(C(O[N:38]1[N:46]=N[C:40]2[CH:41]=CC=[N:44][C:39]1=2)=[N+](C)C)C.F[P-](F)(F)(F)(F)F.NC1C=CN(C(OC(C)(C)C)=O)N=1.CCN(C(C)C)C(C)C.FC(F)(F)C(O)=O.C(=O)([O-])[O-].[Na+].[Na+]. The catalyst is CN(C=O)C.C(Cl)Cl.O. The product is [N:1]1([C:5]([C:7]2[CH:28]=[CH:27][C:10]([O:11][C:12]3[CH:13]=[C:14]([CH:18]=[C:19]([O:21][C@@H:22]([CH3:26])[CH2:23][O:24][CH3:25])[CH:20]=3)[C:15]([NH:44][C:39]3[CH:40]=[CH:41][NH:46][N:38]=3)=[O:17])=[C:9]([F:29])[CH:8]=2)=[O:6])[CH2:2][CH2:3][CH2:4]1. The yield is 0.0700. (2) The reactants are Cl.[CH2:2]([O:9][C:10]1[CH:11]=[CH:12][C:13]([NH2:16])=[N:14][CH:15]=1)[C:3]1[CH:8]=[CH:7][CH:6]=[CH:5][CH:4]=1.C([O-])(=O)C.[Na+].[Br:22]Br. The catalyst is C(O)(=O)C. The product is [CH2:2]([O:9][C:10]1[CH:11]=[C:12]([Br:22])[C:13]([NH2:16])=[N:14][CH:15]=1)[C:3]1[CH:4]=[CH:5][CH:6]=[CH:7][CH:8]=1. The yield is 0.170. (3) The reactants are [CH3:1][N:2]([CH3:10])[CH:3]1[CH2:7][CH2:6][NH:5][C:4]1([CH3:9])[CH3:8].C(N(CC)C(C)C)(C)C.[Cl:20][C:21]1[N:26]=[C:25]([N:27]([C:43]([O:45][C:46]([CH3:49])([CH3:48])[CH3:47])=[O:44])[N:28]([C:36]([O:38][C:39]([CH3:42])([CH3:41])[CH3:40])=[O:37])[C:29]([O:31][C:32]([CH3:35])([CH3:34])[CH3:33])=[O:30])[C:24]([F:50])=[C:23](Cl)[N:22]=1. The catalyst is CN(C=O)C. The product is [Cl:20][C:21]1[N:26]=[C:25]([N:27]([C:43]([O:45][C:46]([CH3:49])([CH3:48])[CH3:47])=[O:44])[N:28]([C:29]([O:31][C:32]([CH3:33])([CH3:34])[CH3:35])=[O:30])[C:36]([O:38][C:39]([CH3:40])([CH3:41])[CH3:42])=[O:37])[C:24]([F:50])=[C:23]([N:5]2[CH2:6][CH2:7][CH:3]([N:2]([CH3:10])[CH3:1])[C:4]2([CH3:9])[CH3:8])[N:22]=1. The yield is 0.750. (4) The reactants are [NH:1]1[CH:5]=[C:4]([C:6]2[CH:7]=[C:8]3[C:12](=[CH:13][CH:14]=2)[N:11]([CH2:15][CH:16]2[CH2:21][CH2:20][N:19]([C:22](=[O:31])[CH2:23][CH2:24][C:25]4[CH:30]=[CH:29][CH:28]=[CH:27][CH:26]=4)[CH2:18][CH2:17]2)[CH:10]=[CH:9]3)[CH:3]=[N:2]1.[H-].[Na+].Br[CH2:35][CH2:36][OH:37].C(OCC)(=O)C. The catalyst is CN(C=O)C.O. The product is [OH:37][CH2:36][CH2:35][N:1]1[CH:5]=[C:4]([C:6]2[CH:7]=[C:8]3[C:12](=[CH:13][CH:14]=2)[N:11]([CH2:15][CH:16]2[CH2:17][CH2:18][N:19]([C:22](=[O:31])[CH2:23][CH2:24][C:25]4[CH:26]=[CH:27][CH:28]=[CH:29][CH:30]=4)[CH2:20][CH2:21]2)[CH:10]=[CH:9]3)[CH:3]=[N:2]1. The yield is 0.680. (5) The reactants are [Si:1]([O:8][CH2:9][CH2:10][C:11]#[N:12])([C:4]([CH3:7])([CH3:6])[CH3:5])([CH3:3])[CH3:2].[CH2:13]([Mg]Br)[CH3:14].B(F)(F)F.CCOCC. The catalyst is CCOCC.C([O-])(C)C.C([O-])(C)C.C([O-])(C)C.C([O-])(C)C.[Ti+4]. The product is [Si:1]([O:8][CH2:9][CH2:10][C:11]1([NH2:12])[CH2:14][CH2:13]1)([C:4]([CH3:7])([CH3:6])[CH3:5])([CH3:3])[CH3:2]. The yield is 0.300.